Dataset: NCI-60 drug combinations with 297,098 pairs across 59 cell lines. Task: Regression. Given two drug SMILES strings and cell line genomic features, predict the synergy score measuring deviation from expected non-interaction effect. (1) Drug 1: CC(CN1CC(=O)NC(=O)C1)N2CC(=O)NC(=O)C2. Drug 2: CS(=O)(=O)CCNCC1=CC=C(O1)C2=CC3=C(C=C2)N=CN=C3NC4=CC(=C(C=C4)OCC5=CC(=CC=C5)F)Cl. Cell line: SK-MEL-28. Synergy scores: CSS=4.09, Synergy_ZIP=-1.39, Synergy_Bliss=-0.893, Synergy_Loewe=-3.55, Synergy_HSA=-3.40. (2) Drug 1: COC1=C2C(=CC3=C1OC=C3)C=CC(=O)O2. Drug 2: C1CCC(C(C1)N)N.C(=O)(C(=O)[O-])[O-].[Pt+4]. Cell line: 786-0. Synergy scores: CSS=2.17, Synergy_ZIP=-9.44, Synergy_Bliss=-17.8, Synergy_Loewe=-17.0, Synergy_HSA=-15.9. (3) Drug 1: C1CC(=O)NC(=O)C1N2CC3=C(C2=O)C=CC=C3N. Drug 2: CC1=C(N=C(N=C1N)C(CC(=O)N)NCC(C(=O)N)N)C(=O)NC(C(C2=CN=CN2)OC3C(C(C(C(O3)CO)O)O)OC4C(C(C(C(O4)CO)O)OC(=O)N)O)C(=O)NC(C)C(C(C)C(=O)NC(C(C)O)C(=O)NCCC5=NC(=CS5)C6=NC(=CS6)C(=O)NCCC[S+](C)C)O. Cell line: HS 578T. Synergy scores: CSS=12.3, Synergy_ZIP=-5.00, Synergy_Bliss=-7.84, Synergy_Loewe=-22.2, Synergy_HSA=-9.78.